This data is from Reaction yield outcomes from USPTO patents with 853,638 reactions. The task is: Predict the reaction yield, written as a fraction of the theoretical maximum amount of product (1.0 means a 100% yield; for example, 0.34 means a 34% yield). The reactants are Br[C:2]1[C:9]([F:10])=[CH:8][CH:7]=[CH:6][C:3]=1[C:4]#[N:5].[NH:11]1[C:15](B(O)O)=[CH:14][CH:13]=[N:12]1.C([O-])(O)=O.[Na+]. The catalyst is COCCOC.O.C1C=CC([P]([Pd]([P](C2C=CC=CC=2)(C2C=CC=CC=2)C2C=CC=CC=2)([P](C2C=CC=CC=2)(C2C=CC=CC=2)C2C=CC=CC=2)[P](C2C=CC=CC=2)(C2C=CC=CC=2)C2C=CC=CC=2)(C2C=CC=CC=2)C2C=CC=CC=2)=CC=1. The product is [F:10][C:9]1[C:2]([C:13]2[NH:12][N:11]=[CH:15][CH:14]=2)=[C:3]([CH:6]=[CH:7][CH:8]=1)[C:4]#[N:5]. The yield is 0.190.